Regression. Given a peptide amino acid sequence and an MHC pseudo amino acid sequence, predict their binding affinity value. This is MHC class II binding data. From a dataset of Peptide-MHC class II binding affinity with 134,281 pairs from IEDB. (1) The peptide sequence is GLDFSEVSNVQRIMR. The MHC is DRB1_0101 with pseudo-sequence DRB1_0101. The binding affinity (normalized) is 0.344. (2) The peptide sequence is ELFVAAYVPYVAWLV. The MHC is DRB3_0202 with pseudo-sequence DRB3_0202. The binding affinity (normalized) is 0.875. (3) The peptide sequence is SNEPTAAAIAYGLDR. The MHC is HLA-DQA10102-DQB10602 with pseudo-sequence HLA-DQA10102-DQB10602. The binding affinity (normalized) is 0.828. (4) The peptide sequence is GPDGRLLRGHNQFAYDGK. The MHC is DRB1_1101 with pseudo-sequence DRB1_1101. The binding affinity (normalized) is 0.510. (5) The peptide sequence is KQQGIRYANPIAFFR. The MHC is HLA-DPA10201-DPB10101 with pseudo-sequence HLA-DPA10201-DPB10101. The binding affinity (normalized) is 0.498. (6) The peptide sequence is ECGGILQAYDLRDAP. The MHC is HLA-DQA10102-DQB10502 with pseudo-sequence HLA-DQA10102-DQB10502. The binding affinity (normalized) is 0.933. (7) The binding affinity (normalized) is 0.390. The peptide sequence is DCRTAFKPVLVDEGR. The MHC is HLA-DQA10501-DQB10302 with pseudo-sequence HLA-DQA10501-DQB10302.